Dataset: Full USPTO retrosynthesis dataset with 1.9M reactions from patents (1976-2016). Task: Predict the reactants needed to synthesize the given product. Given the product [CH:28]1([N:14]([CH:11]2[CH2:12][CH2:13][NH:8][CH2:9][CH2:10]2)[C:15]([C:17]2[CH:22]=[N:21][C:20]([N:23]3[CH:27]=[CH:26][N:25]=[CH:24]3)=[N:19][CH:18]=2)=[O:16])[CH2:29][CH2:30]1.[F:34][C:35]([F:40])([F:39])[C:36]([OH:38])=[O:37], predict the reactants needed to synthesize it. The reactants are: C(OC([N:8]1[CH2:13][CH2:12][CH:11]([N:14]([CH:28]2[CH2:30][CH2:29]2)[C:15]([C:17]2[CH:18]=[N:19][C:20]([N:23]3[CH:27]=[CH:26][N:25]=[CH:24]3)=[N:21][CH:22]=2)=[O:16])[CH2:10][CH2:9]1)=O)(C)(C)C.ClCCl.[F:34][C:35]([F:40])([F:39])[C:36]([OH:38])=[O:37].